This data is from Reaction yield outcomes from USPTO patents with 853,638 reactions. The task is: Predict the reaction yield, written as a fraction of the theoretical maximum amount of product (1.0 means a 100% yield; for example, 0.34 means a 34% yield). (1) The reactants are [Cl:1][C:2]1[N:7]=[C:6]([CH:8]=[O:9])[C:5]2[C:10]([O:32][CH3:33])=[N:11][N:12]([C:13]([C:26]3[CH:31]=[CH:30][CH:29]=[CH:28][CH:27]=3)([C:20]3[CH:25]=[CH:24][CH:23]=[CH:22][CH:21]=3)[C:14]3[CH:19]=[CH:18][CH:17]=[CH:16][CH:15]=3)[C:4]=2[CH:3]=1.CO.[BH4-].[Na+]. The catalyst is C(Cl)Cl.O. The product is [Cl:1][C:2]1[N:7]=[C:6]([CH2:8][OH:9])[C:5]2[C:10]([O:32][CH3:33])=[N:11][N:12]([C:13]([C:14]3[CH:15]=[CH:16][CH:17]=[CH:18][CH:19]=3)([C:20]3[CH:21]=[CH:22][CH:23]=[CH:24][CH:25]=3)[C:26]3[CH:31]=[CH:30][CH:29]=[CH:28][CH:27]=3)[C:4]=2[CH:3]=1. The yield is 0.597. (2) The reactants are C[O:2][C:3](=O)[CH2:4][C:5]([C:7]1[CH:16]=[CH:15][C:10]([C:11]([O:13][CH3:14])=[O:12])=[CH:9][CH:8]=1)=O.S(O)(O)(=O)=O.[CH3:23][NH:24][NH2:25].C(N(CC)CC)C. The catalyst is C(O)C. The product is [CH3:23][N:24]1[C:3](=[O:2])[CH2:4][C:5]([C:7]2[CH:16]=[CH:15][C:10]([C:11]([O:13][CH3:14])=[O:12])=[CH:9][CH:8]=2)=[N:25]1. The yield is 0.690. (3) The reactants are [CH3:1][O:2][C:3](=[O:19])[C:4]1[C:9]([NH:10][CH2:11][C:12]2[CH:17]=[CH:16][CH:15]=[CH:14][CH:13]=2)=[CH:8][C:7](Cl)=[N:6][CH:5]=1.[CH3:20][N:21]1[CH2:26][CH2:25][NH:24][CH2:23][CH2:22]1.C([O-])([O-])=O.[K+].[K+].N1CCC[C@H]1C(O)=O. The catalyst is CN1CCCC1=O.O.CC([O-])=O.CC([O-])=O.[Pd+2].[Cu]I. The product is [CH3:1][O:2][C:3](=[O:19])[C:4]1[C:9]([NH:10][CH2:11][C:12]2[CH:17]=[CH:16][CH:15]=[CH:14][CH:13]=2)=[CH:8][C:7]([N:24]2[CH2:25][CH2:26][N:21]([CH3:20])[CH2:22][CH2:23]2)=[N:6][CH:5]=1. The yield is 0.800. (4) The reactants are BrC1C=CC(N=C=S)=CC=1.NC1C=C(C)C=CC=1O.[Br:20][C:21]1[CH:26]=[CH:25][C:24]([NH:27][C:28]([NH:30][C:31]2[CH:36]=[C:35]([CH3:37])[CH:34]=[CH:33][C:32]=2[OH:38])=S)=[CH:23][CH:22]=1.C(N(CC)CC)C. The catalyst is O1CCCC1.S([O-])([O-])(=O)=O.[Cu+2].C(#N)C. The product is [Br:20][C:21]1[CH:26]=[CH:25][C:24]([NH:27][C:28]2[O:38][C:32]3[CH:33]=[CH:34][C:35]([CH3:37])=[CH:36][C:31]=3[N:30]=2)=[CH:23][CH:22]=1. The yield is 0.950. (5) The reactants are [F:1][C:2]1[CH:3]=[C:4]([CH2:10]O)[CH:5]=[CH:6][C:7]=1[S:8][CH3:9].C(Br)(Br)(Br)[Br:13].C1(P(C2C=CC=CC=2)C2C=CC=CC=2)C=CC=CC=1. The catalyst is C(Cl)Cl. The product is [Br:13][CH2:10][C:4]1[CH:5]=[CH:6][C:7]([S:8][CH3:9])=[C:2]([F:1])[CH:3]=1. The yield is 0.940. (6) The reactants are [C:1]([O:5][C:6]([N:8]1[C:16]2[C:11](=[CH:12][C:13]([CH:17]3[C:22]([C:23]#[N:24])=[C:21]([CH3:25])[NH:20][C:19]([CH3:26])=[C:18]3[C:27]#[N:28])=[CH:14][CH:15]=2)[C:10]([CH3:29])=[N:9]1)=[O:7])([CH3:4])([CH3:3])[CH3:2].[H-].[Na+].[CH3:32]I. The catalyst is CN(C)C=O. The product is [C:1]([O:5][C:6]([N:8]1[C:16]2[C:11](=[CH:12][C:13]([CH:17]3[C:22]([C:23]#[N:24])=[C:21]([CH3:25])[N:20]([CH3:32])[C:19]([CH3:26])=[C:18]3[C:27]#[N:28])=[CH:14][CH:15]=2)[C:10]([CH3:29])=[N:9]1)=[O:7])([CH3:4])([CH3:3])[CH3:2]. The yield is 0.825. (7) The reactants are [CH3:1][O:2][C:3]1[N:8]=[C:7]([O:9][CH3:10])[C:6]([N:11]2[C:15]([CH:16]([CH3:18])[CH3:17])=[C:14](I)[C:13]([C:20]([O:22][CH2:23][CH3:24])=[O:21])=[N:12]2)=[CH:5][N:4]=1.[Cl:25][C:26]1[CH:33]=[CH:32][C:29]([CH:30]=[O:31])=[C:28]([F:34])[CH:27]=1. The catalyst is C1COCC1. The product is [Cl:25][C:26]1[CH:33]=[CH:32][C:29]([CH:30]([OH:31])[C:14]2[C:13]([C:20]([O:22][CH2:23][CH3:24])=[O:21])=[N:12][N:11]([C:6]3[C:7]([O:9][CH3:10])=[N:8][C:3]([O:2][CH3:1])=[N:4][CH:5]=3)[C:15]=2[CH:16]([CH3:18])[CH3:17])=[C:28]([F:34])[CH:27]=1. The yield is 0.745.